Regression. Given a peptide amino acid sequence and an MHC pseudo amino acid sequence, predict their binding affinity value. This is MHC class I binding data. From a dataset of Peptide-MHC class I binding affinity with 185,985 pairs from IEDB/IMGT. The peptide sequence is EEHFVETVSL. The MHC is HLA-B45:01 with pseudo-sequence HLA-B45:01. The binding affinity (normalized) is 0.561.